From a dataset of Full USPTO retrosynthesis dataset with 1.9M reactions from patents (1976-2016). Predict the reactants needed to synthesize the given product. (1) The reactants are: [F:1][C:2]([F:14])([F:13])[C:3]1[CH:11]=[C:7]([C:8]([OH:10])=[O:9])[C:6](N)=[CH:5][CH:4]=1.Cl.N([O-])=O.[Na+].[I-:20].[K+]. Given the product [F:1][C:2]([F:14])([F:13])[C:3]1[CH:4]=[CH:5][C:6]([I:20])=[C:7]([CH:11]=1)[C:8]([OH:10])=[O:9], predict the reactants needed to synthesize it. (2) Given the product [N+:20]([C:23]1[CH:24]=[C:25]([C:26]2[NH:11][C:9]([C:8]3[CH:7]=[CH:6][C:5]([N+:2]([O-:4])=[O:3])=[CH:13][CH:12]=3)=[N:10][CH:27]=2)[CH:30]=[CH:31][CH:32]=1)([O-:22])=[O:21], predict the reactants needed to synthesize it. The reactants are: Cl.[N+:2]([C:5]1[CH:13]=[CH:12][C:8]([C:9]([NH2:11])=[NH:10])=[CH:7][CH:6]=1)([O-:4])=[O:3].C([O-])(O)=O.[Na+].O.[N+:20]([C:23]1[CH:24]=[C:25]([CH:30]=[CH:31][CH:32]=1)[C:26](=O)[CH2:27]Br)([O-:22])=[O:21]. (3) The reactants are: [Br:1][C:2]1[CH:3]=[C:4]2[C:9](=[CH:10][CH:11]=1)[N:8]=[C:7]([C:12]1[CH:17]=[CH:16][C:15]([C:18](=O)[CH2:19][NH:20][C:21]([C@@H:23]3[CH2:35][N:33]4[C:34]5[CH:26]([C@@H:27]([NH:36][C:37](=[O:40])[O:38][CH3:39])[CH2:28][CH2:29][C:30]=5[CH:31]=[CH:32]4)[C:25](=[O:41])[CH2:24]3)=O)=[CH:14][CH:13]=1)[CH:6]=[N:5]2.C([O-])(=O)C.[NH4+:47]. Given the product [Br:1][C:2]1[CH:3]=[C:4]2[C:9](=[CH:10][CH:11]=1)[N:8]=[C:7]([C:12]1[CH:17]=[CH:16][C:15]([C:18]3[NH:47][C:21]([C@@H:23]4[CH2:35][N:33]5[C:34]6[CH:26]([C@@H:27]([NH:36][C:37](=[O:40])[O:38][CH3:39])[CH2:28][CH2:29][C:30]=6[CH:31]=[CH:32]5)[C:25](=[O:41])[CH2:24]4)=[N:20][CH:19]=3)=[CH:14][CH:13]=1)[CH:6]=[N:5]2, predict the reactants needed to synthesize it.